Dataset: Full USPTO retrosynthesis dataset with 1.9M reactions from patents (1976-2016). Task: Predict the reactants needed to synthesize the given product. (1) Given the product [CH:12]1([CH2:11][C@H:2]([OH:1])[C:3]([N:5]2[CH2:6][CH2:7][O:8][CH2:9][CH2:10]2)=[O:4])[CH2:17][CH2:16][CH2:15][CH2:14][CH2:13]1, predict the reactants needed to synthesize it. The reactants are: [OH:1][C@@H:2]([CH2:11][C:12]1[CH:17]=[CH:16][CH:15]=[CH:14][CH:13]=1)[C:3]([N:5]1[CH2:10][CH2:9][O:8][CH2:7][CH2:6]1)=[O:4].ClN1C(=O)N(Cl)C(=O)N(Cl)C1=O.CC1(C)N([O])C(C)(C)CCC1. (2) Given the product [OH:1][C:2]1[C:11]([N+:12]([O-:14])=[O:13])=[CH:10][CH:9]=[CH:8][C:3]=1[C:4]([NH2:20])=[O:5], predict the reactants needed to synthesize it. The reactants are: [OH:1][C:2]1[C:11]([N+:12]([O-:14])=[O:13])=[CH:10][CH:9]=[CH:8][C:3]=1[C:4](OC)=[O:5].O.C(O)(=O)C.[NH3:20]. (3) Given the product [Cl:1][C:2]1[CH:7]=[C:6]([Cl:16])[C:5]([CH3:11])=[CH:4][N+:3]=1[O-:12], predict the reactants needed to synthesize it. The reactants are: [Cl:1][C:2]1[CH:7]=[C:6]([N+]([O-])=O)[C:5]([CH3:11])=[CH:4][N+:3]=1[O-:12].C([Cl:16])(C)=O.C([O-])(O)=O.[Na+]. (4) The reactants are: Br[C:2]1[CH:11]=[CH:10][C:5]([C:6]([O:8][CH3:9])=[O:7])=[CH:4][C:3]=1[N+:12]([O-:14])=[O:13].[C:15]1([CH3:24])[CH:20]=[CH:19][CH:18]=[CH:17][C:16]=1B(O)O.C(=O)([O-])[O-].[K+].[K+]. Given the product [CH3:24][C:15]1[CH:20]=[CH:19][CH:18]=[CH:17][C:16]=1[C:2]1[CH:11]=[CH:10][C:5]([C:6]([O:8][CH3:9])=[O:7])=[CH:4][C:3]=1[N+:12]([O-:14])=[O:13], predict the reactants needed to synthesize it. (5) Given the product [CH2:1]=[C:26]1[CH2:27][CH2:28][N:24]([C:17]([O:19][C:20]([CH3:23])([CH3:22])[CH3:21])=[O:18])[CH2:25]1, predict the reactants needed to synthesize it. The reactants are: [CH2:1]=C1CCN(C2C([N+]([O-])=O)=CC=CN=2)CC1.[C:17]([N:24]1[CH2:28][CH2:27][C:26](=O)[CH2:25]1)([O:19][C:20]([CH3:23])([CH3:22])[CH3:21])=[O:18]. (6) Given the product [N:1]1([C:9]([O:11][C:12]([CH3:15])([CH3:14])[CH3:13])=[O:10])[CH2:8][CH2:7][CH2:6][C@H:2]1[C:3]([NH:47][C@H:48]([C:65]([O:67][CH2:68][C:69]1[CH:74]=[CH:73][CH:72]=[CH:71][CH:70]=1)=[O:66])[CH3:49])=[O:5], predict the reactants needed to synthesize it. The reactants are: [N:1]1([C:9]([O:11][C:12]([CH3:15])([CH3:14])[CH3:13])=[O:10])[CH2:8][CH2:7][CH2:6][C@H:2]1[C:3]([OH:5])=O.ON1C2C=CC=CC=2N=N1.C1(N=C=NC2CCCCC2)CCCCC1.Cl.N[C@H](C([NH:47][C@H:48]([C:65]([O:67][CH2:68][C:69]1[CH:74]=[CH:73][CH:72]=[CH:71][CH:70]=1)=[O:66])[CH2:49]CCCNC(OCC1C=CC=CC=1Cl)=O)=O)C.